Dataset: Forward reaction prediction with 1.9M reactions from USPTO patents (1976-2016). Task: Predict the product of the given reaction. The product is: [C:38]1([P:31](=[O:3])([C:25]2[CH:26]=[CH:27][CH:28]=[CH:29][CH:30]=2)[C:32]2[CH:37]=[CH:36][CH:35]=[CH:34][CH:33]=2)[CH:39]=[CH:40][CH:41]=[CH:42][CH:43]=1. Given the reactants C(O[C@@H]1[C@@H](OC(=O)C)[C@H](OC(=O)C)[C@@H](COC(=O)C)OC1O)(=[O:3])C.[C:25]1([P:31]([C:38]2[CH:43]=[CH:42][CH:41]=[CH:40][CH:39]=2)[C:32]2[CH:37]=[CH:36][CH:35]=[CH:34][CH:33]=2)[CH:30]=[CH:29][CH:28]=[CH:27][CH:26]=1.CCOC(/N=N/C(OCC)=O)=O, predict the reaction product.